This data is from NCI-60 drug combinations with 297,098 pairs across 59 cell lines. The task is: Regression. Given two drug SMILES strings and cell line genomic features, predict the synergy score measuring deviation from expected non-interaction effect. (1) Drug 1: CCC(=C(C1=CC=CC=C1)C2=CC=C(C=C2)OCCN(C)C)C3=CC=CC=C3.C(C(=O)O)C(CC(=O)O)(C(=O)O)O. Drug 2: CCN(CC)CCNC(=O)C1=C(NC(=C1C)C=C2C3=C(C=CC(=C3)F)NC2=O)C. Cell line: A549. Synergy scores: CSS=-0.312, Synergy_ZIP=-0.154, Synergy_Bliss=-1.16, Synergy_Loewe=-2.84, Synergy_HSA=-3.33. (2) Drug 1: C1C(C(OC1N2C=NC(=NC2=O)N)CO)O. Drug 2: CC1C(C(CC(O1)OC2CC(CC3=C2C(=C4C(=C3O)C(=O)C5=C(C4=O)C(=CC=C5)OC)O)(C(=O)CO)O)N)O.Cl. Cell line: NCIH23. Synergy scores: CSS=39.3, Synergy_ZIP=-2.91, Synergy_Bliss=-3.42, Synergy_Loewe=-23.4, Synergy_HSA=-1.23.